Task: Predict the reactants needed to synthesize the given product.. Dataset: Full USPTO retrosynthesis dataset with 1.9M reactions from patents (1976-2016) (1) The reactants are: [C:1]([O:5][C:6](=[O:16])[NH:7][C:8]1[CH:13]=[CH:12][C:11]([Cl:14])=[CH:10][C:9]=1[NH2:15])([CH3:4])([CH3:3])[CH3:2].C([O:21][C:22](=O)[CH2:23][C:24]([C:26]1[CH:31]=[CH:30][CH:29]=[C:28]([C:32]2[CH:33]=[N:34][C:35]([CH3:38])=[CH:36][CH:37]=2)[CH:27]=1)=[O:25])(C)(C)C. Given the product [C:1]([O:5][C:6](=[O:16])[NH:7][C:8]1[CH:13]=[CH:12][C:11]([Cl:14])=[CH:10][C:9]=1[NH:15][C:22](=[O:21])[CH2:23][C:24]([C:26]1[CH:31]=[CH:30][CH:29]=[C:28]([C:32]2[CH:33]=[N:34][C:35]([CH3:38])=[CH:36][CH:37]=2)[CH:27]=1)=[O:25])([CH3:4])([CH3:2])[CH3:3], predict the reactants needed to synthesize it. (2) Given the product [Cl:26][CH2:22][C:6]1[CH:5]=[C:4]([O:3][CH2:1][CH3:2])[C:17]2[C:16]3[NH:15][CH2:14][CH2:13][CH2:12][C:11]=3[C:10](=[O:18])[N:9]([CH2:19][O:20][CH3:21])[C:8]=2[CH:7]=1, predict the reactants needed to synthesize it. The reactants are: [CH2:1]([O:3][C:4]1[C:17]2[C:16]3[NH:15][CH2:14][CH2:13][CH2:12][C:11]=3[C:10](=[O:18])[N:9]([CH2:19][O:20][CH3:21])[C:8]=2[CH:7]=[C:6]([CH2:22]O)[CH:5]=1)[CH3:2].S(Cl)([Cl:26])=O.